This data is from Retrosynthesis with 50K atom-mapped reactions and 10 reaction types from USPTO. The task is: Predict the reactants needed to synthesize the given product. Given the product NC1Cc2cc(C(F)(F)F)ccc2N(Cc2ccccc2)C1, predict the reactants needed to synthesize it. The reactants are: O=C(NC1Cc2cc(C(F)(F)F)ccc2N(Cc2ccccc2)C1)OCc1ccccc1.